This data is from Catalyst prediction with 721,799 reactions and 888 catalyst types from USPTO. The task is: Predict which catalyst facilitates the given reaction. (1) Reactant: FC(F)(F)C(O)=O.[NH2:8][CH2:9][C@@H:10]([CH3:13])[C:11]#[N:12].[F:14][C:15]1[CH:23]=[C:22]2[C:18]([C:19]([C:25]3[N:26]=[C:27]4[C:33]([C:34](O)=[O:35])=[CH:32][N:31]([CH2:37][O:38][CH2:39][CH2:40][Si:41]([CH3:44])([CH3:43])[CH3:42])[C:28]4=[N:29][CH:30]=3)=[N:20][N:21]2[CH3:24])=[CH:17][CH:16]=1.F[B-](F)(F)F.N1(OC(N(C)C)=[N+](C)C)C2C=CC=CC=2N=N1.C(N(CC)C(C)C)(C)C. Product: [C:11]([C@H:10]([CH3:13])[CH2:9][NH:8][C:34]([C:33]1[C:27]2[C:28](=[N:29][CH:30]=[C:25]([C:19]3[C:18]4[C:22](=[CH:23][C:15]([F:14])=[CH:16][CH:17]=4)[N:21]([CH3:24])[N:20]=3)[N:26]=2)[N:31]([CH2:37][O:38][CH2:39][CH2:40][Si:41]([CH3:44])([CH3:43])[CH3:42])[CH:32]=1)=[O:35])#[N:12]. The catalyst class is: 647. (2) Reactant: [CH2:1]([O:3][C:4](=[O:18])[C:5]([NH:15][CH:16]=O)=[C:6]([Br:14])[C:7]1[CH:12]=[CH:11][CH:10]=[CH:9][C:8]=1[Br:13])[CH3:2].C(N(CC)CC)C.O=P(Cl)(Cl)Cl. Product: [CH2:1]([O:3][C:4](=[O:18])[C:5]([N+:15]#[C-:16])=[C:6]([Br:14])[C:7]1[CH:12]=[CH:11][CH:10]=[CH:9][C:8]=1[Br:13])[CH3:2]. The catalyst class is: 2.